Task: Predict the reactants needed to synthesize the given product.. Dataset: Full USPTO retrosynthesis dataset with 1.9M reactions from patents (1976-2016) (1) Given the product [N+:8]([C:5]1[CH:6]=[CH:7][C:2]([N:11]2[CH2:16][CH2:15][O:14][CH2:13][CH2:12]2)=[CH:3][CH:4]=1)([O-:10])=[O:9], predict the reactants needed to synthesize it. The reactants are: F[C:2]1[CH:7]=[CH:6][C:5]([N+:8]([O-:10])=[O:9])=[CH:4][CH:3]=1.[NH:11]1[CH2:16][CH2:15][O:14][CH2:13][CH2:12]1.C([O-])([O-])=O.[K+].[K+]. (2) Given the product [C:14]([Si:1]([O:18][CH2:19][CH:20]1[O:28][CH2:27][C:23]2=[N:24][CH:25]=[CH:26][N:22]2[CH2:21]1)([C:8]1[CH:9]=[CH:10][CH:11]=[CH:12][CH:13]=1)[C:2]1[CH:3]=[CH:4][CH:5]=[CH:6][CH:7]=1)([CH3:17])([CH3:15])[CH3:16], predict the reactants needed to synthesize it. The reactants are: [Si:1]([O:18][CH2:19][CH:20](O)[CH2:21][N:22]1[CH:26]=[CH:25][N:24]=[C:23]1[CH2:27][OH:28])([C:14]([CH3:17])([CH3:16])[CH3:15])([C:8]1[CH:13]=[CH:12][CH:11]=[CH:10][CH:9]=1)[C:2]1[CH:7]=[CH:6][CH:5]=[CH:4][CH:3]=1.O1CCCC1.[H-].[Na+].C(=O)(O)[O-].[Na+]. (3) Given the product [NH2:25][C:22]1[CH:23]=[CH:24][C:19]([O:18][C:16]2[CH:15]=[CH:14][C:13]([CH3:28])=[C:12]([NH:11][C:9](=[O:10])[C:8]3[CH:29]=[CH:30][CH:31]=[C:6]([C:3]([C:1]#[N:2])([CH3:4])[CH3:5])[CH:7]=3)[CH:17]=2)=[N:20][CH:21]=1, predict the reactants needed to synthesize it. The reactants are: [C:1]([C:3]([C:6]1[CH:7]=[C:8]([CH:29]=[CH:30][CH:31]=1)[C:9]([NH:11][C:12]1[CH:17]=[C:16]([O:18][C:19]2[CH:24]=[CH:23][C:22]([N+:25]([O-])=O)=[CH:21][N:20]=2)[CH:15]=[CH:14][C:13]=1[CH3:28])=[O:10])([CH3:5])[CH3:4])#[N:2].[Cl-].[Ca+2].[Cl-].O. (4) Given the product [CH3:1][C:2]1[C:11]([CH:22]=[O:23])=[C:5]2[CH:6]=[C:7]([CH3:10])[CH:8]=[CH:9][N:4]2[N:3]=1, predict the reactants needed to synthesize it. The reactants are: [CH3:1][C:2]1[CH:11]=[C:5]2[CH:6]=[C:7]([CH3:10])[CH:8]=[CH:9][N:4]2[N:3]=1.O=P(Cl)(Cl)Cl.[OH-].[Na+].CN([CH:22]=[O:23])C. (5) Given the product [NH2:24][C:22]([N:21]1[C:16]2[C:15](=[CH:20][CH:19]=[CH:18][CH:17]=2)[CH:14]=[C:13]1[C:11]1[S:10][CH:9]=[C:8]([NH:7][C:6](=[O:25])[O:5][C:1]([CH3:4])([CH3:2])[CH3:3])[CH:12]=1)=[O:23], predict the reactants needed to synthesize it. The reactants are: [C:1]([O:5][C:6](=[O:25])[NH:7][C:8]1[CH:12]=[C:11]([C:13]#[C:14][C:15]2[CH:20]=[CH:19][CH:18]=[CH:17][C:16]=2[NH:21][C:22]([NH2:24])=[O:23])[S:10][CH:9]=1)([CH3:4])([CH3:3])[CH3:2]. (6) Given the product [C:31]([O:30][C:28](=[O:29])[CH2:27][N:8]1[C:9]2[C:5](=[CH:4][CH:3]=[C:2]([Cl:1])[C:10]=2[F:11])[C:6]([S:13][C:14]2[C:15]([F:25])=[C:16]([CH:22]=[CH:23][CH:24]=2)[C:17]([O:19][CH2:20][CH3:21])=[O:18])=[C:7]1[CH3:12])([CH3:34])([CH3:33])[CH3:32], predict the reactants needed to synthesize it. The reactants are: [Cl:1][C:2]1[C:10]([F:11])=[C:9]2[C:5]([C:6]([S:13][C:14]3[C:15]([F:25])=[C:16]([CH:22]=[CH:23][CH:24]=3)[C:17]([O:19][CH2:20][CH3:21])=[O:18])=[C:7]([CH3:12])[NH:8]2)=[CH:4][CH:3]=1.Br[CH2:27][C:28]([O:30][C:31]([CH3:34])([CH3:33])[CH3:32])=[O:29].C([O-])([O-])=O.[Cs+].[Cs+]. (7) Given the product [NH2:1][C:2]1[CH:3]=[C:4]([C:5]([NH:54][CH2:53][C:52]2[CH:55]=[CH:56][C:49]([Cl:48])=[CH:50][CH:51]=2)=[O:7])[CH:8]=[CH:9][C:10]=1[C:11]([O:13][CH3:14])=[O:12], predict the reactants needed to synthesize it. The reactants are: [NH2:1][C:2]1[CH:3]=[C:4]([CH:8]=[CH:9][C:10]=1[C:11]([O:13][CH3:14])=[O:12])[C:5]([OH:7])=O.CN(C(ON1N=NC2C=CC=NC1=2)=[N+](C)C)C.F[P-](F)(F)(F)(F)F.CCN(C(C)C)C(C)C.[Cl:48][C:49]1[CH:56]=[CH:55][C:52]([CH2:53][NH2:54])=[CH:51][CH:50]=1. (8) Given the product [N:1]1([CH2:13][C:14]([O:16][CH2:17][CH3:18])=[O:15])[CH2:5][CH2:4][CH2:3][CH2:2]1, predict the reactants needed to synthesize it. The reactants are: [NH:1]1[CH2:5][CH2:4][CH2:3][CH2:2]1.C([O-])([O-])=O.[K+].[K+].Cl[CH2:13][C:14]([O:16][CH2:17][CH3:18])=[O:15].